This data is from Full USPTO retrosynthesis dataset with 1.9M reactions from patents (1976-2016). The task is: Predict the reactants needed to synthesize the given product. The reactants are: [F:1][C:2]1[C:7]([C:8]2[CH:13]=[CH:12][C:11]3[O:14][C@@H:15]4[CH2:20][CH2:19][N:18]([S:21]([CH2:24][CH:25]([CH3:27])[CH3:26])(=[O:23])=[O:22])[CH2:17][C@H:16]4[C@:28]4([CH2:32][O:31][C:30]([NH:33]C(=O)OC(C)(C)C)=[N:29]4)[C:10]=3[CH:9]=2)=[CH:6][CH:5]=[CH:4][N:3]=1.C(O)(C(F)(F)F)=O.[ClH:48]. Given the product [ClH:48].[F:1][C:2]1[C:7]([C:8]2[CH:13]=[CH:12][C:11]3[O:14][C@@H:15]4[CH2:20][CH2:19][N:18]([S:21]([CH2:24][CH:25]([CH3:27])[CH3:26])(=[O:22])=[O:23])[CH2:17][C@H:16]4[C@:28]4([CH2:32][O:31][C:30]([NH2:33])=[N:29]4)[C:10]=3[CH:9]=2)=[CH:6][CH:5]=[CH:4][N:3]=1, predict the reactants needed to synthesize it.